Predict the reaction yield, written as a fraction of the theoretical maximum amount of product (1.0 means a 100% yield; for example, 0.34 means a 34% yield). From a dataset of Reaction yield outcomes from USPTO patents with 853,638 reactions. (1) The reactants are [NH2:1][C:2]1[N:7]=[CH:6][C:5]([C@@H:8]2[CH2:12][N:11]([C:13]([O:15][C:16]([CH3:19])([CH3:18])[CH3:17])=[O:14])[C@H:10]([C:20](OC)=[O:21])[CH2:9]2)=[CH:4][CH:3]=1.[H-].[H-].[H-].[H-].[Li+].[Al+3]. No catalyst specified. The product is [NH2:1][C:2]1[N:7]=[CH:6][C:5]([C@@H:8]2[CH2:12][N:11]([C:13]([O:15][C:16]([CH3:17])([CH3:18])[CH3:19])=[O:14])[C@H:10]([CH2:20][OH:21])[CH2:9]2)=[CH:4][CH:3]=1. The yield is 1.00. (2) The reactants are [F:1][CH2:2][CH:3](O)[CH2:4][F:5].N1C=CC=CC=1.C(#N)C.FC(F)(F)S(OS(C(F)(F)F)(=O)=O)(=O)=O.C(=O)([O-])[O-].[K+].[K+].[CH3:37][O:38][C:39]1[C:49]([N+:50]([O-:52])=[O:51])=[CH:48][C:42]2[CH2:43][CH2:44][NH:45][CH2:46][CH2:47][C:41]=2[CH:40]=1. No catalyst specified. The product is [F:1][CH2:2][CH:3]([N:45]1[CH2:46][CH2:47][C:41]2[CH:40]=[C:39]([O:38][CH3:37])[C:49]([N+:50]([O-:52])=[O:51])=[CH:48][C:42]=2[CH2:43][CH2:44]1)[CH2:4][F:5]. The yield is 0.500.